This data is from Forward reaction prediction with 1.9M reactions from USPTO patents (1976-2016). The task is: Predict the product of the given reaction. (1) Given the reactants C([N:4]1[C:8]2[CH:9]=[C:10]([C:25]([NH:27][CH3:28])=[O:26])[C:11]3[CH2:12][CH2:13][C:14]4([NH:23][C:24]=3[C:7]=2[N:6]=[C:5]1[CH3:29])[CH2:22][C:21]1[C:16](=[CH:17][CH:18]=[CH:19][CH:20]=1)[CH2:15]4)C=C.CN1C(=O)CC(=O)N(C)C1=O, predict the reaction product. The product is: [CH3:28][NH:27][C:25]([C:10]1[C:11]2[CH2:12][CH2:13][C:14]3([NH:23][C:24]=2[C:7]2[N:6]=[C:5]([CH3:29])[NH:4][C:8]=2[CH:9]=1)[CH2:22][C:21]1[C:16](=[CH:17][CH:18]=[CH:19][CH:20]=1)[CH2:15]3)=[O:26]. (2) Given the reactants [F:1][C:2]1[CH:20]=[CH:19][CH:18]=[CH:17][C:3]=1[CH2:4][N:5]1[C:9]2=[N:10][CH:11]=[CH:12][CH:13]=[C:8]2[C:7]([C:14]([NH2:16])=[NH:15])=[N:6]1.[CH2:21]([C:24]#[N:25])[C:22]#[N:23].[CH2:26](Br)[C:27]1[CH:32]=[CH:31][CH:30]=[CH:29][CH:28]=1.C(=O)([O-])[O-].[K+].[K+].N1CCCCC1, predict the reaction product. The product is: [NH2:23][C:22]1[C:21]([CH2:26][C:27]2[CH:32]=[CH:31][CH:30]=[CH:29][CH:28]=2)=[C:24]([NH2:25])[N:16]=[C:14]([C:7]2[C:8]3[C:9](=[N:10][CH:11]=[CH:12][CH:13]=3)[N:5]([CH2:4][C:3]3[CH:17]=[CH:18][CH:19]=[CH:20][C:2]=3[F:1])[N:6]=2)[N:15]=1. (3) Given the reactants [CH2:1]([C:3]1[CH:8]=[C:7]([C:9]#[C:10][Si](C)(C)C)[CH:6]=[C:5]([CH2:15][CH3:16])[N:4]=1)[CH3:2].C(=O)([O-])[O-].[K+].[K+].[Br:23][C:24]1[CH:29]=[C:28](I)[CH:27]=[CH:26][C:25]=1[F:31].Cl, predict the reaction product. The product is: [Br:23][C:24]1[CH:29]=[C:28]([C:10]#[C:9][C:7]2[CH:8]=[C:3]([CH2:1][CH3:2])[N:4]=[C:5]([CH2:15][CH3:16])[CH:6]=2)[CH:27]=[CH:26][C:25]=1[F:31]. (4) Given the reactants NC1N(C2CCCNC2)N=C(C2C=CC([O:19]C3C=CC(F)=CC=3F)=CC=2)C=1C(N)=O.C([N:34]1[CH2:39][CH2:38][CH2:37][CH:36]([N:40]2[C:44]([NH2:45])=[C:43]([C:46]#[N:47])[C:42]([C:48]3[CH:53]=[CH:52][C:51]([O:54][C:55]4[CH:60]=[CH:59][C:58]([Cl:61])=[C:57]([CH3:62])[CH:56]=4)=[CH:50][CH:49]=3)=[N:41]2)[CH2:35]1)(=O)C, predict the reaction product. The product is: [NH2:45][C:44]1[N:40]([CH:36]2[CH2:37][CH2:38][CH2:39][NH:34][CH2:35]2)[N:41]=[C:42]([C:48]2[CH:49]=[CH:50][C:51]([O:54][C:55]3[CH:60]=[CH:59][C:58]([Cl:61])=[C:57]([CH3:62])[CH:56]=3)=[CH:52][CH:53]=2)[C:43]=1[C:46]([NH2:47])=[O:19]. (5) Given the reactants C[O:2][C:3]1[CH:8]=[CH:7][C:6]([CH:9]=[CH:10][C:11]2[N:16]=[C:15]([NH2:17])[CH:14]=[CH:13][CH:12]=2)=[CH:5][CH:4]=1.B(Br)(Br)Br, predict the reaction product. The product is: [NH2:17][C:15]1[N:16]=[C:11]([CH:10]=[CH:9][C:6]2[CH:5]=[CH:4][C:3]([OH:2])=[CH:8][CH:7]=2)[CH:12]=[CH:13][CH:14]=1. (6) The product is: [Cl:20][CH2:19][CH2:18][CH2:17][CH2:16][N:5]1[CH:6]=[C:7]([CH3:8])[C:2]([OH:1])=[N:3][C:4]1=[O:21]. Given the reactants [OH:1][C:2]1[C:7]([CH3:8])=[CH:6][N:5]=[CH:4][N:3]=1.C([O-])([O-])=O.[K+].[K+].Br[CH2:16][CH2:17][CH2:18][CH2:19][Cl:20].[OH2:21], predict the reaction product. (7) Given the reactants [Br:1][C:2]1[CH:7]=[CH:6][C:5]([S:8][CH3:9])=[CH:4][CH:3]=1.[OH:10]OS([O-])=O.[K+].S([O-])(O[O-])(=O)=O.[K+].[K+].OP(O)(O)=O.[OH2:29], predict the reaction product. The product is: [Br:1][C:2]1[CH:7]=[CH:6][C:5]([S:8]([CH3:9])(=[O:10])=[O:29])=[CH:4][CH:3]=1. (8) Given the reactants [CH2:1]([O:8][C:9]1[CH:14]=[CH:13][C:12]([C:15]2[N:19]([CH:20]3[CH2:25][CH2:24][CH2:23][CH2:22][CH2:21]3)[N:18]=[C:17](/[CH:26]=[CH:27]/[C:28]([O:30][CH3:31])=[O:29])[CH:16]=2)=[CH:11][CH:10]=1)[C:2]1[CH:7]=[CH:6][CH:5]=[CH:4][CH:3]=1, predict the reaction product. The product is: [CH2:1]([O:8][C:9]1[CH:10]=[CH:11][C:12]([C:15]2[N:19]([CH:20]3[CH2:25][CH2:24][CH2:23][CH2:22][CH2:21]3)[N:18]=[C:17]([CH2:26][CH2:27][C:28]([O:30][CH3:31])=[O:29])[CH:16]=2)=[CH:13][CH:14]=1)[C:2]1[CH:3]=[CH:4][CH:5]=[CH:6][CH:7]=1.